Dataset: Catalyst prediction with 721,799 reactions and 888 catalyst types from USPTO. Task: Predict which catalyst facilitates the given reaction. (1) Reactant: [CH:1]1([N:5]2[C:10](=[O:11])[C:9]([C:12]([NH:14][CH2:15][C:16]([O:18]CC)=[O:17])=[O:13])=[C:8]([OH:21])[C:7]([C:22](OC)=[O:23])=[C:6]2[OH:26])[CH2:4][CH2:3][CH2:2]1.[CH:27]1([NH2:33])[CH2:32][CH2:31][CH2:30][CH2:29][CH2:28]1.Cl. Product: [CH:1]1([N:5]2[C:6]([OH:26])=[C:7]([C:22]([NH:33][CH:27]3[CH2:32][CH2:31][CH2:30][CH2:29][CH2:28]3)=[O:23])[C:8]([OH:21])=[C:9]([C:12]([NH:14][CH2:15][C:16]([OH:18])=[O:17])=[O:13])[C:10]2=[O:11])[CH2:4][CH2:3][CH2:2]1. The catalyst class is: 22. (2) Reactant: Br[C:2]1[CH:7]=[C:6]([F:8])[C:5]([Br:9])=[CH:4][C:3]=1[F:10].[Li]CCCC.[C:16](=[O:18])=[O:17]. Product: [Br:9][C:5]1[C:6]([F:8])=[CH:7][C:2]([C:16]([OH:18])=[O:17])=[C:3]([F:10])[CH:4]=1. The catalyst class is: 1. (3) Reactant: [C:1]([NH:5][C:6]([C:8]1[C:16]2[C:11](=[N:12][CH:13]=[C:14]([C:17]3[C:25]4[CH2:24][CH2:23][CH2:22][CH2:21][C:20]=4[N:19]([CH3:26])[N:18]=3)[N:15]=2)[N:10](COCC[Si](C)(C)C)[CH:9]=1)=[O:7])([CH3:4])([CH3:3])[CH3:2].C(O)(C(F)(F)F)=O.C1CCCCC1. Product: [C:1]([NH:5][C:6]([C:8]1[C:16]2[C:11](=[N:12][CH:13]=[C:14]([C:17]3[C:25]4[CH2:24][CH2:23][CH2:22][CH2:21][C:20]=4[N:19]([CH3:26])[N:18]=3)[N:15]=2)[NH:10][CH:9]=1)=[O:7])([CH3:4])([CH3:3])[CH3:2]. The catalyst class is: 4. (4) Reactant: [CH3:1][N:2]1[C:6]2=[N:7][C:8]([CH2:12][CH2:13][CH2:14][CH2:15][CH2:16][CH2:17][CH2:18][CH2:19][CH2:20][CH3:21])=[CH:9][C:10]([CH3:11])=[C:5]2[CH2:4][CH2:3]1.[Br:22]N1C(C)(C)C(=O)N(Br)C1=O. Product: [Br:22][C:9]1[C:10]([CH3:11])=[C:5]2[CH2:4][CH2:3][N:2]([CH3:1])[C:6]2=[N:7][C:8]=1[CH2:12][CH2:13][CH2:14][CH2:15][CH2:16][CH2:17][CH2:18][CH2:19][CH2:20][CH3:21]. The catalyst class is: 22. (5) The catalyst class is: 1. Reactant: [CH3:1][N:2]([CH:4]([CH:7]1[CH2:16][CH2:15][C:10]2([O:14][CH2:13][CH2:12][O:11]2)[CH2:9][CH2:8]1)[C:5]#N)[CH3:3].[S:17]1C=[CH:20][CH:19]=[C:18]1[Mg]Br.[Cl-].[NH4+].O. Product: [O:14]1[C:10]2([CH2:15][CH2:16][CH:7]([CH:4]([N:2]([CH3:3])[CH3:1])[C:5]3[S:17][CH:18]=[CH:19][CH:20]=3)[CH2:8][CH2:9]2)[O:11][CH2:12][CH2:13]1. (6) Reactant: [NH2:1][C:2]1[CH:9]=[C:8](Cl)[C:5]([C:6]#[N:7])=[CH:4][N:3]=1.[OH:11][C:12]1([CH3:18])[CH2:17][CH2:16][NH:15][CH2:14][CH2:13]1. Product: [NH2:1][C:2]1[CH:9]=[C:8]([N:15]2[CH2:16][CH2:17][C:12]([OH:11])([CH3:18])[CH2:13][CH2:14]2)[C:5]([C:6]#[N:7])=[CH:4][N:3]=1. The catalyst class is: 44. (7) Reactant: Cl.CC1(C)[O:7][CH:6]([CH2:8][O:9][C:10](=[O:27])[CH2:11][CH2:12][CH2:13][CH:14]([CH3:26])[CH2:15][CH2:16][CH2:17][CH:18]([CH3:25])[CH2:19][CH2:20][CH2:21][CH:22]([CH3:24])[CH3:23])[CH2:5][O:4]1.C(OCC)(=O)C.C(=O)(O)[O-].[Na+]. Product: [CH3:26][CH:14]([CH2:15][CH2:16][CH2:17][CH:18]([CH3:25])[CH2:19][CH2:20][CH2:21][CH:22]([CH3:24])[CH3:23])[CH2:13][CH2:12][CH2:11][C:10]([O:9][CH2:8][CH:6]([CH2:5][OH:4])[OH:7])=[O:27]. The catalyst class is: 7.